Dataset: Reaction yield outcomes from USPTO patents with 853,638 reactions. Task: Predict the reaction yield, written as a fraction of the theoretical maximum amount of product (1.0 means a 100% yield; for example, 0.34 means a 34% yield). (1) The yield is 0.500. The reactants are [NH2:1][C:2]1[CH:7]=[C:6]([O:8][C:9]2[C:14]([F:15])=[CH:13][C:12]([NH:16][C:17]([C:19]3([C:22]([NH:24][C:25]4[CH:30]=[CH:29][C:28]([F:31])=[CH:27][CH:26]=4)=[O:23])[CH2:21][CH2:20]3)=[O:18])=[C:11]([F:32])[CH:10]=2)[CH:5]=[CH:4][N:3]=1.C(N(C(C)C)CC)(C)C.[CH3:42][O:43][CH2:44][C:45](Cl)=[O:46]. The product is [F:32][C:11]1[CH:10]=[C:9]([O:8][C:6]2[CH:5]=[CH:4][N:3]=[C:2]([NH:1][C:45](=[O:46])[CH2:44][O:43][CH3:42])[CH:7]=2)[C:14]([F:15])=[CH:13][C:12]=1[NH:16][C:17]([C:19]1([C:22]([NH:24][C:25]2[CH:26]=[CH:27][C:28]([F:31])=[CH:29][CH:30]=2)=[O:23])[CH2:21][CH2:20]1)=[O:18]. The catalyst is O1CCCC1.C(OCC)(=O)C. (2) The reactants are [CH2:1]([N:3]1[C:9]2[CH:10]=[C:11]([N+:14]([O-])=O)[CH:12]=[CH:13][C:8]=2[O:7][CH2:6][CH:5]([N:17]2[CH2:22][CH2:21][O:20][CH2:19][CH2:18]2)[CH2:4]1)[CH3:2]. The catalyst is [Pd].C(O)C. The product is [CH2:1]([N:3]1[C:9]2[CH:10]=[C:11]([NH2:14])[CH:12]=[CH:13][C:8]=2[O:7][CH2:6][CH:5]([N:17]2[CH2:18][CH2:19][O:20][CH2:21][CH2:22]2)[CH2:4]1)[CH3:2]. The yield is 0.860. (3) The reactants are [Si]([O:8][CH:9]1[CH2:14][CH2:13][CH:12]([N:15]2[C:20](=[O:21])[C:19]([CH2:22][C:23]3[CH:24]=[CH:25][C:26]([C:29]4[CH:36]=[CH:35][CH:34]=[CH:33][C:30]=4[C:31]#[N:32])=[N:27][CH:28]=3)=[C:18]([CH2:37][CH2:38][CH3:39])[N:17]3[N:40]=[CH:41][N:42]=[C:16]23)[CH2:11][CH2:10]1)(C(C)(C)C)(C)C.[F-].C([N+](CCCC)(CCCC)CCCC)CCC.O1CCCC1.[C:66]([O:69][CH2:70][CH3:71])(=[O:68])[CH3:67]. The catalyst is O. The product is [CH2:70]([O:69][C:66](=[O:68])[CH2:67][O:8][C@H:9]1[CH2:10][CH2:11][C@H:12]([N:15]2[C:20](=[O:21])[C:19]([CH2:22][C:23]3[CH:28]=[N:27][C:26]([C:29]4[CH:36]=[CH:35][CH:34]=[CH:33][C:30]=4[C:31]#[N:32])=[CH:25][CH:24]=3)=[C:18]([CH2:37][CH2:38][CH3:39])[N:17]3[N:40]=[CH:41][N:42]=[C:16]23)[CH2:13][CH2:14]1)[CH3:71]. The yield is 0.150. (4) The product is [CH3:2][O:3][C:4](=[O:13])[C:5]1[CH:10]=[CH:9][CH:8]=[C:7]([CH2:11][NH:12][C:24]([O:23][C:19]([CH3:22])([CH3:21])[CH3:20])=[O:25])[CH:6]=1. The yield is 1.00. The reactants are Cl.[CH3:2][O:3][C:4](=[O:13])[C:5]1[CH:10]=[CH:9][CH:8]=[C:7]([CH2:11][NH2:12])[CH:6]=1.C(=O)(O)[O-].[Na+].[C:19]([O:23][C:24](O[C:24]([O:23][C:19]([CH3:22])([CH3:21])[CH3:20])=[O:25])=[O:25])([CH3:22])([CH3:21])[CH3:20]. The catalyst is ClCCl. (5) The reactants are CN(C)S([N:6]1[CH:10]=[C:9]([C:11]2[CH:19]=[CH:18][C:14]3[O:15][CH2:16][O:17][C:13]=3[CH:12]=2)[C:8]([C:20]2[CH:25]=[CH:24][CH:23]=[C:22]([CH:26]3[CH2:28][CH2:27]3)[N:21]=2)=[N:7]1)(=O)=O.CC[O-].[Na+]. The catalyst is C1COCC1.CCO. The product is [O:15]1[C:14]2[CH:18]=[CH:19][C:11]([C:9]3[C:8]([C:20]4[CH:25]=[CH:24][CH:23]=[C:22]([CH:26]5[CH2:28][CH2:27]5)[N:21]=4)=[N:7][NH:6][CH:10]=3)=[CH:12][C:13]=2[O:17][CH2:16]1. The yield is 0.270.